Dataset: Peptide-MHC class II binding affinity with 134,281 pairs from IEDB. Task: Regression. Given a peptide amino acid sequence and an MHC pseudo amino acid sequence, predict their binding affinity value. This is MHC class II binding data. The MHC is DRB1_0802 with pseudo-sequence DRB1_0802. The peptide sequence is AFKVAATAANRAPAN. The binding affinity (normalized) is 0.692.